The task is: Predict which catalyst facilitates the given reaction.. This data is from Catalyst prediction with 721,799 reactions and 888 catalyst types from USPTO. (1) Reactant: [OH-].[Na+].[C:3]([O:7][C:8]([N:10]([CH3:52])[S:11]([N:14]1[CH2:19][CH2:18][N:17]([CH2:20][CH2:21][CH2:22][CH:23]2[CH2:30][N:29]3[C:31]4[CH:32]=[C:33]([C:44]([O:46]C)=[O:45])[CH:34]=[CH:35][C:36]=4[C:37]([CH:38]4[CH2:43][CH2:42][CH2:41][CH2:40][CH2:39]4)=[C:28]3[C:27]3[CH:48]=[CH:49][CH:50]=[CH:51][C:26]=3[O:25][CH2:24]2)[CH2:16][CH2:15]1)(=[O:13])=[O:12])=[O:9])([CH3:6])([CH3:5])[CH3:4]. Product: [C:3]([O:7][C:8]([N:10]([CH3:52])[S:11]([N:14]1[CH2:19][CH2:18][N:17]([CH2:20][CH2:21][CH2:22][CH:23]2[CH2:30][N:29]3[C:31]4[CH:32]=[C:33]([C:44]([OH:46])=[O:45])[CH:34]=[CH:35][C:36]=4[C:37]([CH:38]4[CH2:43][CH2:42][CH2:41][CH2:40][CH2:39]4)=[C:28]3[C:27]3[CH:48]=[CH:49][CH:50]=[CH:51][C:26]=3[O:25][CH2:24]2)[CH2:16][CH2:15]1)(=[O:13])=[O:12])=[O:9])([CH3:6])([CH3:5])[CH3:4]. The catalyst class is: 5. (2) Reactant: [CH:1]1[C:14]2[N:13]([CH2:15][C:16]([NH:18][NH:19][C:20](=O)[C:21]3[CH:26]=[C:25]([Cl:27])[C:24]([OH:28])=[C:23]([Cl:29])[CH:22]=3)=O)[C:12]3[C:7](=[CH:8][CH:9]=[CH:10][CH:11]=3)[S:6][C:5]=2[CH:4]=[CH:3][CH:2]=1.COC1C=CC(P2(SP(C3C=CC(OC)=CC=3)(=S)S2)=[S:40])=CC=1.C(OCC)(=O)C. Product: [CH:1]1[C:14]2[N:13]([CH2:15][C:16]3[S:40][C:20]([C:21]4[CH:26]=[C:25]([Cl:27])[C:24]([OH:28])=[C:23]([Cl:29])[CH:22]=4)=[N:19][N:18]=3)[C:12]3[C:7](=[CH:8][CH:9]=[CH:10][CH:11]=3)[S:6][C:5]=2[CH:4]=[CH:3][CH:2]=1. The catalyst class is: 11. (3) Reactant: [CH2:1]([O:3][P:4](/[CH:9]=[CH:10]/[C:11]1[C:12]([O:22][CH2:23][C:24]2[CH:48]=[CH:47][C:27]([O:28][CH2:29][C:30]3[N:31]=[C:32]([C:36]4[CH:37]=[CH:38][C:39]([CH3:46])=[C:40]([CH:45]=4)[C:41]([O:43]C)=[O:42])[O:33][C:34]=3[CH3:35])=[C:26]([O:49][CH3:50])[CH:25]=2)=[N:13][N:14]([C:16]2[CH:21]=[CH:20][CH:19]=[CH:18][CH:17]=2)[CH:15]=1)([O:6][CH2:7][CH3:8])=[O:5])[CH3:2].O1CCC[CH2:52]1.[OH-].[Na+].Cl. Product: [CH2:1]([O:3][P:4](/[CH:9]=[CH:10]/[C:11]1[C:12]([O:22][CH2:23][C:24]2[CH:48]=[CH:47][C:27]([O:28][CH2:29][C:30]3[N:31]=[C:32]([C:36]4[CH:37]=[CH:38][C:39]([CH3:46])=[C:40]([CH:45]=4)[C:41]([OH:43])=[O:42])[O:33][C:34]=3[CH2:35][CH3:52])=[C:26]([O:49][CH3:50])[CH:25]=2)=[N:13][N:14]([C:16]2[CH:21]=[CH:20][CH:19]=[CH:18][CH:17]=2)[CH:15]=1)([O:6][CH2:7][CH3:8])=[O:5])[CH3:2]. The catalyst class is: 97. (4) Reactant: [OH:1][C:2]1[CH:3]=[C:4]([CH:24]=[CH:25][CH:26]=1)[CH2:5][N:6]1[CH2:10][CH2:9][N:8]([C@@H:11]([C:19]([CH3:22])([CH3:21])[CH3:20])[C:12]([O:14]C(C)(C)C)=[O:13])[C:7]1=[O:23].FC(F)(F)C(O)=O. Product: [OH:1][C:2]1[CH:3]=[C:4]([CH:24]=[CH:25][CH:26]=1)[CH2:5][N:6]1[CH2:10][CH2:9][N:8]([C@@H:11]([C:19]([CH3:20])([CH3:21])[CH3:22])[C:12]([OH:14])=[O:13])[C:7]1=[O:23]. The catalyst class is: 4. (5) Reactant: [NH2:1][C:2]1[NH:3][C:4]([CH2:7][OH:8])=[N:5][N:6]=1.[C:9](O[C:9]([O:11][C:12]([CH3:15])([CH3:14])[CH3:13])=[O:10])([O:11][C:12]([CH3:15])([CH3:14])[CH3:13])=[O:10]. Product: [OH:8][CH2:7][C:4]1[NH:3][C:2]([NH:1][C:9](=[O:10])[O:11][C:12]([CH3:15])([CH3:14])[CH3:13])=[N:6][N:5]=1. The catalyst class is: 218. (6) Reactant: [I:1][C:2]1[CH:3]=[C:4]([CH:6]=[CH:7][CH:8]=1)[NH2:5].C(N(CC)C(C)C)(C)C.Br[CH2:19][CH2:20][CH2:21][CH2:22][CH2:23]Br.C(=O)(O)[O-].[Na+]. Product: [I:1][C:2]1[CH:3]=[C:4]([N:5]2[CH2:23][CH2:22][CH2:21][CH2:20][CH2:19]2)[CH:6]=[CH:7][CH:8]=1. The catalyst class is: 11. (7) Reactant: [CH3:1][C:2]1[CH:3]=[C:4]([S:8]([NH:11][C:12]2[C:13]([CH:22]=[CH2:23])=[N:14][CH:15]=[C:16]([CH:21]=2)[C:17]([O:19][CH3:20])=[O:18])(=[O:10])=[O:9])[CH:5]=[CH:6][CH:7]=1.C(=O)([O-])[O-].[K+].[K+].[CH2:30](I)[CH:31]=[CH2:32]. Product: [CH2:32]([N:11]([C:12]1[C:13]([CH:22]=[CH2:23])=[N:14][CH:15]=[C:16]([CH:21]=1)[C:17]([O:19][CH3:20])=[O:18])[S:8]([C:4]1[CH:5]=[CH:6][CH:7]=[C:2]([CH3:1])[CH:3]=1)(=[O:9])=[O:10])[CH:31]=[CH2:30]. The catalyst class is: 115.